This data is from Full USPTO retrosynthesis dataset with 1.9M reactions from patents (1976-2016). The task is: Predict the reactants needed to synthesize the given product. (1) Given the product [ClH:1].[NH2:48][CH2:47][C@H:44]1[CH2:43][CH2:42][C@H:41]([C:39]([NH:38][C@@H:23]([CH2:22][C:18]2[CH:17]=[C:16]([C:12]3[CH:13]=[CH:14][CH:15]=[C:10]([C:8]([N:2]4[CH2:3][CH2:4][O:5][CH2:6][CH2:7]4)=[O:9])[CH:11]=3)[CH:21]=[CH:20][CH:19]=2)[C:24](=[O:37])[NH:25][C:26]2[CH:31]=[CH:30][C:29]([C:32]3[NH:33][N:34]=[N:35][N:36]=3)=[CH:28][CH:27]=2)=[O:40])[CH2:46][CH2:45]1, predict the reactants needed to synthesize it. The reactants are: [ClH:1].[N:2]1([C:8]([C:10]2[CH:11]=[C:12]([C:16]3[CH:21]=[CH:20][CH:19]=[C:18]([CH2:22][C@H:23]([NH:38][C:39]([C@H:41]4[CH2:46][CH2:45][C@H:44]([CH2:47][NH:48]C(=O)OC(C)(C)C)[CH2:43][CH2:42]4)=[O:40])[C:24](=[O:37])[NH:25][C:26]4[CH:31]=[CH:30][C:29]([C:32]5[NH:36][N:35]=[N:34][N:33]=5)=[CH:28][CH:27]=4)[CH:17]=3)[CH:13]=[CH:14][CH:15]=2)=[O:9])[CH2:7][CH2:6][O:5][CH2:4][CH2:3]1.C(#N)C. (2) Given the product [NH2:21][CH2:20][CH:19]([OH:32])[CH2:18][N:15]1[CH2:16][CH2:17][N:12]([CH2:11][C:10]([NH:9][C:3]2[C:4]([CH3:8])=[CH:5][CH:6]=[CH:7][C:2]=2[CH3:1])=[O:33])[CH2:13][CH2:14]1, predict the reactants needed to synthesize it. The reactants are: [CH3:1][C:2]1[CH:7]=[CH:6][CH:5]=[C:4]([CH3:8])[C:3]=1[NH:9][C:10](=[O:33])[CH2:11][N:12]1[CH2:17][CH2:16][N:15]([CH2:18][CH:19]([OH:32])[CH2:20][NH:21]C(OCC2C=CC=CC=2)=O)[CH2:14][CH2:13]1. (3) Given the product [CH3:30][O:29][C:24]1[CH:23]=[C:22]([O:31][CH3:32])[CH:21]=[C:20]2[C:25]=1[C:26](=[O:28])[NH:27][C:18]([C:13]1[C:12]([NH:40][CH:37]3[CH2:38][CH2:39][N:34]([CH3:33])[CH2:35][CH2:36]3)=[CH:17][CH:16]=[CH:15][N:14]=1)=[N:19]2, predict the reactants needed to synthesize it. The reactants are: C[Si]([N-][Si](C)(C)C)(C)C.[Li+].F[C:12]1[C:13]([C:18]2[NH:27][C:26](=[O:28])[C:25]3[C:20](=[CH:21][C:22]([O:31][CH3:32])=[CH:23][C:24]=3[O:29][CH3:30])[N:19]=2)=[N:14][CH:15]=[CH:16][CH:17]=1.[CH3:33][N:34]1[CH2:39][CH2:38][CH:37]([NH2:40])[CH2:36][CH2:35]1. (4) Given the product [C:15]([O:14][C:12]([N:7]1[CH2:6][CH2:5][C:4]2[C:9](=[CH:10][CH:11]=[C:2]([NH:1][C:20]3[S:21][C:22]4[CH:28]=[CH:27][CH:26]=[CH:25][C:23]=4[N:24]=3)[CH:3]=2)[CH2:8]1)=[O:13])([CH3:18])([CH3:17])[CH3:16], predict the reactants needed to synthesize it. The reactants are: [NH2:1][C:2]1[CH:3]=[C:4]2[C:9](=[CH:10][CH:11]=1)[CH2:8][N:7]([C:12]([O:14][C:15]([CH3:18])([CH3:17])[CH3:16])=[O:13])[CH2:6][CH2:5]2.Cl[C:20]1[S:21][C:22]2[CH:28]=[CH:27][CH:26]=[CH:25][C:23]=2[N:24]=1.C(=O)([O-])[O-].[Cs+].[Cs+].CC1(C)C2C(=C(P(C3C=CC=CC=3)C3C=CC=CC=3)C=CC=2)OC2C(P(C3C=CC=CC=3)C3C=CC=CC=3)=CC=CC1=2. (5) Given the product [CH3:30][N:25]1[C:24]([C:22](=[O:23])[NH:21][CH3:20])=[C:28]([NH:29][C:10]([C:8]2[C:7]([NH:13][C:14]3[CH:15]=[N:16][CH:17]=[N:18][CH:19]=3)=[CH:6][CH:5]=[C:4]([CH2:3][O:2][CH3:1])[N:9]=2)=[O:12])[CH:27]=[N:26]1, predict the reactants needed to synthesize it. The reactants are: [CH3:1][O:2][CH2:3][C:4]1[N:9]=[C:8]([C:10]([OH:12])=O)[C:7]([NH:13][C:14]2[CH:15]=[N:16][CH:17]=[N:18][CH:19]=2)=[CH:6][CH:5]=1.[CH3:20][NH:21][C:22]([C:24]1[N:25]([CH3:30])[N:26]=[CH:27][C:28]=1[NH2:29])=[O:23].